This data is from Full USPTO retrosynthesis dataset with 1.9M reactions from patents (1976-2016). The task is: Predict the reactants needed to synthesize the given product. (1) Given the product [Br:22][C:23]1[CH:24]=[CH:25][C:26]([N:29]2[CH2:34][CH2:33][N:32]([CH2:19][C:18]([O:17][CH3:16])=[O:21])[CH2:31][CH2:30]2)=[CH:27][CH:28]=1, predict the reactants needed to synthesize it. The reactants are: C(N(CC)C(C)C)(C)C.C(=O)([O-])[O-].[K+].[K+].[CH3:16][O:17][C:18](=[O:21])[CH2:19]Cl.[Br:22][C:23]1[CH:28]=[CH:27][C:26]([N:29]2[CH2:34][CH2:33][NH:32][CH2:31][CH2:30]2)=[CH:25][CH:24]=1. (2) The reactants are: Cl[C:2]1[CH:7]=[C:6]([N:8]2[CH2:13][CH2:12][N:11]([CH3:14])[CH2:10][CH2:9]2)[N:5]=[C:4]([NH2:15])[N:3]=1.[CH2:16]1[C:25]2[C:20](=[CH:21][CH:22]=[CH:23][CH:24]=2)[CH2:19][C:18](=[O:26])[NH:17]1.CC1(C)C2C=CC=C(P(C3C=CC=CC=3)C3C=CC=CC=3)C=2OC2C1=CC=CC=2P(C1C=CC=CC=1)C1C=CC=CC=1.C(=O)([O-])[O-].[Cs+].[Cs+]. Given the product [NH2:15][C:4]1[N:3]=[C:2]([N:17]2[C:18](=[O:26])[CH2:19][C:20]3[C:25](=[CH:24][CH:23]=[CH:22][CH:21]=3)[CH2:16]2)[CH:7]=[C:6]([N:8]2[CH2:13][CH2:12][N:11]([CH3:14])[CH2:10][CH2:9]2)[N:5]=1, predict the reactants needed to synthesize it. (3) Given the product [Cl:15][C:9]1[CH:10]=[CH:11][CH:12]=[C:13]([CH3:14])[C:8]=1[C:6]([NH:5][C@H:4]([C:3]([OH:32])=[O:2])[CH2:16][C:17]1[CH:22]=[CH:21][C:20]([C:23]2[C:24](=[O:31])[N:25]([CH3:30])[CH:26]=[CH:27][C:28]=2[CH3:29])=[CH:19][CH:18]=1)=[O:7], predict the reactants needed to synthesize it. The reactants are: C[O:2][C:3](=[O:32])[C@H:4]([CH2:16][C:17]1[CH:22]=[CH:21][C:20]([C:23]2[C:24](=[O:31])[N:25]([CH3:30])[CH:26]=[CH:27][C:28]=2[CH3:29])=[CH:19][CH:18]=1)[NH:5][C:6]([C:8]1[C:13]([CH3:14])=[CH:12][CH:11]=[CH:10][C:9]=1[Cl:15])=[O:7].[OH-].[Na+]. (4) Given the product [CH3:21][O:13][C:12](=[O:14])[CH2:11][CH2:10][C:9](=[O:15])[CH2:8][CH2:7][CH2:6][CH2:5][CH2:4][CH2:3][CH:2]([OH:1])[CH2:16][CH2:17][CH3:18], predict the reactants needed to synthesize it. The reactants are: [OH:1][CH:2]([CH2:16][CH2:17][CH3:18])[CH2:3][CH2:4][CH2:5][CH2:6][CH2:7][CH2:8][C:9](=[O:15])[CH2:10][CH2:11][C:12]([OH:14])=[O:13].[N+](=[CH2:21])=[N-]. (5) The reactants are: [O:1]1[CH2:5][CH2:4][O:3][CH:2]1[C:6]1[O:7][CH:8]=[CH:9][CH:10]=1.C([Li])CCC.[F:16][C:17]1[CH:24]=[CH:23][C:20]([CH2:21]Br)=[CH:19][CH:18]=1. Given the product [F:16][C:17]1[CH:24]=[CH:23][C:20]([CH2:21][C:8]2[O:7][C:6]([CH:2]3[O:3][CH2:4][CH2:5][O:1]3)=[CH:10][CH:9]=2)=[CH:19][CH:18]=1, predict the reactants needed to synthesize it. (6) Given the product [CH3:2][C:3]1[CH:13]=[N:12][C:6]2[N:7]([C:15]([NH:39][CH:36]([C:33]3[CH:32]=[CH:31][C:30]([O:29][C:28]([F:40])([F:41])[F:27])=[CH:35][CH:34]=3)[CH2:37][CH3:38])=[O:18])[CH2:8][C:9](=[O:11])[NH:10][C:5]=2[CH:4]=1, predict the reactants needed to synthesize it. The reactants are: Cl.[CH3:2][C:3]1[CH:13]=[N:12][C:6]2[NH:7][CH2:8][C:9](=[O:11])[NH:10][C:5]=2[CH:4]=1.Cl[C:15]([O:18]C(=O)OC(Cl)(Cl)Cl)(Cl)Cl.Cl.[F:27][C:28]([F:41])([F:40])[O:29][C:30]1[CH:35]=[CH:34][C:33]([CH:36]([NH2:39])[CH2:37][CH3:38])=[CH:32][CH:31]=1.